From a dataset of Peptide-MHC class I binding affinity with 185,985 pairs from IEDB/IMGT. Regression. Given a peptide amino acid sequence and an MHC pseudo amino acid sequence, predict their binding affinity value. This is MHC class I binding data. (1) The peptide sequence is RRSLLAHVR. The MHC is HLA-A31:01 with pseudo-sequence HLA-A31:01. The binding affinity (normalized) is 0.206. (2) The peptide sequence is YRTAVCGLY. The MHC is HLA-A02:01 with pseudo-sequence HLA-A02:01. The binding affinity (normalized) is 0.0847. (3) The peptide sequence is MLKLFTHDI. The MHC is HLA-A68:02 with pseudo-sequence HLA-A68:02. The binding affinity (normalized) is 0.362. (4) The peptide sequence is HVTQHWPQL. The MHC is HLA-B57:01 with pseudo-sequence HLA-B57:01. The binding affinity (normalized) is 0.0847. (5) The peptide sequence is KEQHKRNYV. The MHC is H-2-Kk with pseudo-sequence H-2-Kk. The binding affinity (normalized) is 0.644.